This data is from Reaction yield outcomes from USPTO patents with 853,638 reactions. The task is: Predict the reaction yield, written as a fraction of the theoretical maximum amount of product (1.0 means a 100% yield; for example, 0.34 means a 34% yield). The yield is 0.270. The product is [Br:13][C:3]1[C:2]([CH3:1])=[CH:12][C:6]2[O:7][CH2:8][C:9](=[O:11])[NH:10][C:5]=2[CH:4]=1. The catalyst is C(Cl)(Cl)(Cl)Cl. The reactants are [CH3:1][C:2]1[CH:3]=[CH:4][C:5]2[NH:10][C:9](=[O:11])[CH2:8][O:7][C:6]=2[CH:12]=1.[Br:13]Br.